Predict which catalyst facilitates the given reaction. From a dataset of Catalyst prediction with 721,799 reactions and 888 catalyst types from USPTO. (1) Reactant: [CH:1]([O:4][C:5]([N:7]1[CH2:12][CH2:11][CH:10]([OH:13])[CH2:9][CH2:8]1)=[O:6])([CH3:3])[CH3:2].[H-].[Na+].[Br:16][C:17]1[CH:22]=[CH:21][C:20]([N:23]2[C:27]3=[N:28][CH:29]=[N:30][C:31](Cl)=[C:26]3[CH:25]=[N:24]2)=[CH:19][CH:18]=1. Product: [CH:1]([O:4][C:5]([N:7]1[CH2:8][CH2:9][CH:10]([O:13][C:31]2[N:30]=[CH:29][N:28]=[C:27]3[N:23]([C:20]4[CH:19]=[CH:18][C:17]([Br:16])=[CH:22][CH:21]=4)[N:24]=[CH:25][C:26]=23)[CH2:11][CH2:12]1)=[O:6])([CH3:3])[CH3:2]. The catalyst class is: 1. (2) Reactant: Cl[C:2]1[C:11]([CH3:12])=[C:10]([Cl:13])[C:9]2[C:4](=[CH:5][C:6]([F:15])=[CH:7][C:8]=2[F:14])[N:3]=1.[N:16]1([C:22]([O:24][C:25]([CH3:28])([CH3:27])[CH3:26])=[O:23])[CH2:21][CH2:20][NH:19][CH2:18][CH2:17]1. Product: [Cl:13][C:10]1[C:9]2[C:4](=[CH:5][C:6]([F:15])=[CH:7][C:8]=2[F:14])[N:3]=[C:2]([N:19]2[CH2:18][CH2:17][N:16]([C:22]([O:24][C:25]([CH3:28])([CH3:27])[CH3:26])=[O:23])[CH2:21][CH2:20]2)[C:11]=1[CH3:12]. The catalyst class is: 32. (3) Reactant: [OH:1][CH2:2][CH2:3][N:4]1[CH2:8][CH2:7][CH2:6][C:5]1=[O:9].[CH3:10][S:11](Cl)(=[O:13])=[O:12]. Product: [CH3:10][S:11]([O:1][CH2:2][CH2:3][N:4]1[CH2:8][CH2:7][CH2:6][C:5]1=[O:9])(=[O:13])=[O:12]. The catalyst class is: 17. (4) Product: [CH2:1]([O:3][C:4]([C:6]1[S:10][C:9]2[CH:11]=[CH:12][C:13]([C:15]([C:20]3[CH:25]=[CH:24][C:23]([O:26][CH2:27][C:28]4([C:29]([CH3:31])([CH3:30])[CH3:32])[O:41][CH2:40][CH2:39][O:33]4)=[C:22]([CH3:34])[CH:21]=3)([CH2:16][CH3:17])[CH2:18][CH3:19])=[CH:14][C:8]=2[CH:7]=1)=[O:5])[CH3:2]. Reactant: [CH2:1]([O:3][C:4]([C:6]1[S:10][C:9]2[CH:11]=[CH:12][C:13]([C:15]([C:20]3[CH:25]=[CH:24][C:23]([O:26][CH2:27][C:28](=[O:33])[C:29]([CH3:32])([CH3:31])[CH3:30])=[C:22]([CH3:34])[CH:21]=3)([CH2:18][CH3:19])[CH2:16][CH3:17])=[CH:14][C:8]=2[CH:7]=1)=[O:5])[CH3:2].B(F)(F)F.[CH3:39][CH2:40][O:41]CC. The catalyst class is: 196. (5) Reactant: [F:1][C:2]1[CH:3]=[C:4]([NH:16][C:17]([C:19]2[S:20][CH:21]=[CH:22][CH:23]=2)=[NH:18])[CH:5]=[C:6]2[C:11]=1[N:10]([CH2:12][CH2:13][NH:14][CH3:15])[CH2:9][CH2:8][CH2:7]2.[ClH:24].C(OCC)C. Product: [ClH:24].[ClH:24].[F:1][C:2]1[CH:3]=[C:4]([NH:16][C:17]([C:19]2[S:20][CH:21]=[CH:22][CH:23]=2)=[NH:18])[CH:5]=[C:6]2[C:11]=1[N:10]([CH2:12][CH2:13][NH:14][CH3:15])[CH2:9][CH2:8][CH2:7]2. The catalyst class is: 5. (6) Reactant: Cl[C:2]1[CH:7]=[CH:6][N:5]=[CH:4][C:3]=1[N+:8]([O-:10])=[O:9].[I-:11].[Na+].C(=O)(O)[O-].[Na+]. Product: [I:11][C:2]1[CH:7]=[CH:6][N:5]=[CH:4][C:3]=1[N+:8]([O-:10])=[O:9]. The catalyst class is: 10. (7) Reactant: [CH2:1]([O:8][CH2:9][CH:10]1[O:19][CH2:18][C:17]2[C:12](=[N:13][CH:14]=[C:15]([N+:20]([O-])=O)[CH:16]=2)[CH2:11]1)[C:2]1[CH:7]=[CH:6][CH:5]=[CH:4][CH:3]=1. Product: [CH2:1]([O:8][CH2:9][CH:10]1[O:19][CH2:18][C:17]2[C:12](=[N:13][CH:14]=[C:15]([NH2:20])[CH:16]=2)[CH2:11]1)[C:2]1[CH:7]=[CH:6][CH:5]=[CH:4][CH:3]=1. The catalyst class is: 45.